Regression. Given two drug SMILES strings and cell line genomic features, predict the synergy score measuring deviation from expected non-interaction effect. From a dataset of NCI-60 drug combinations with 297,098 pairs across 59 cell lines. (1) Drug 1: CS(=O)(=O)C1=CC(=C(C=C1)C(=O)NC2=CC(=C(C=C2)Cl)C3=CC=CC=N3)Cl. Drug 2: CC(C)CN1C=NC2=C1C3=CC=CC=C3N=C2N. Cell line: MOLT-4. Synergy scores: CSS=0.914, Synergy_ZIP=-0.381, Synergy_Bliss=-1.68, Synergy_Loewe=-4.59, Synergy_HSA=-4.69. (2) Drug 1: CCC(=C(C1=CC=CC=C1)C2=CC=C(C=C2)OCCN(C)C)C3=CC=CC=C3.C(C(=O)O)C(CC(=O)O)(C(=O)O)O. Drug 2: C1=NNC2=C1C(=O)NC=N2. Cell line: SF-268. Synergy scores: CSS=3.34, Synergy_ZIP=1.94, Synergy_Bliss=4.90, Synergy_Loewe=-0.0538, Synergy_HSA=0.446. (3) Drug 1: C(CCl)NC(=O)N(CCCl)N=O. Drug 2: CC1CCCC2(C(O2)CC(NC(=O)CC(C(C(=O)C(C1O)C)(C)C)O)C(=CC3=CSC(=N3)C)C)C. Cell line: EKVX. Synergy scores: CSS=24.0, Synergy_ZIP=-1.54, Synergy_Bliss=0.879, Synergy_Loewe=-16.4, Synergy_HSA=1.24. (4) Drug 1: CCCS(=O)(=O)NC1=C(C(=C(C=C1)F)C(=O)C2=CNC3=C2C=C(C=N3)C4=CC=C(C=C4)Cl)F. Drug 2: C1CN(CCN1C(=O)CCBr)C(=O)CCBr. Cell line: EKVX. Synergy scores: CSS=1.50, Synergy_ZIP=-0.0325, Synergy_Bliss=-0.518, Synergy_Loewe=-2.56, Synergy_HSA=-2.71. (5) Drug 1: C1CC(=O)NC(=O)C1N2CC3=C(C2=O)C=CC=C3N. Drug 2: C1=CC(=CC=C1CCC2=CNC3=C2C(=O)NC(=N3)N)C(=O)NC(CCC(=O)O)C(=O)O. Cell line: NCIH23. Synergy scores: CSS=0.386, Synergy_ZIP=-1.72, Synergy_Bliss=-4.27, Synergy_Loewe=-2.82, Synergy_HSA=-3.04. (6) Drug 1: COC1=NC(=NC2=C1N=CN2C3C(C(C(O3)CO)O)O)N. Drug 2: C1CN(CCN1C(=O)CCBr)C(=O)CCBr. Cell line: HOP-92. Synergy scores: CSS=16.8, Synergy_ZIP=-5.33, Synergy_Bliss=-1.14, Synergy_Loewe=-7.26, Synergy_HSA=-2.08.